Dataset: Forward reaction prediction with 1.9M reactions from USPTO patents (1976-2016). Task: Predict the product of the given reaction. (1) Given the reactants [CH2:1]([C:8]1[S:12][C:11]([C:13]2[CH:18]=[C:17]([F:19])[CH:16]=[CH:15][C:14]=2[F:20])=[N:10][C:9]=1[C@H:21]([N:26]([CH2:34][C@H:35]1[C@@H:39]([F:40])[CH2:38][N:37](C(OCC2C=CC=CC=2)=O)[CH2:36]1)[C:27]([C@@H:29]1[CH2:33][CH2:32][CH2:31][O:30]1)=[O:28])[C:22]([CH3:25])([CH3:24])[CH3:23])[C:2]1[CH:7]=[CH:6][CH:5]=[CH:4][CH:3]=1, predict the reaction product. The product is: [CH2:1]([C:8]1[S:12][C:11]([C:13]2[CH:18]=[C:17]([F:19])[CH:16]=[CH:15][C:14]=2[F:20])=[N:10][C:9]=1[C@H:21]([N:26]([CH2:34][C@H:35]1[C@@H:39]([F:40])[CH2:38][NH:37][CH2:36]1)[C:27]([C@@H:29]1[CH2:33][CH2:32][CH2:31][O:30]1)=[O:28])[C:22]([CH3:25])([CH3:24])[CH3:23])[C:2]1[CH:3]=[CH:4][CH:5]=[CH:6][CH:7]=1. (2) Given the reactants [Cl:1][C:2]1[CH:10]=[C:9]2[C:5]([CH:6]=[N:7][N:8]2[CH2:11][CH2:12][CH2:13][C:14]([O:16]CC)=[O:15])=[CH:4][C:3]=1[C:19]1[N:23]=[C:22]([C:24]2[CH:25]=[N:26][C:27]([O:31][CH:32]([CH3:34])[CH3:33])=[C:28]([Cl:30])[CH:29]=2)[O:21][N:20]=1.[OH-].[Na+], predict the reaction product. The product is: [Cl:1][C:2]1[CH:10]=[C:9]2[C:5]([CH:6]=[N:7][N:8]2[CH2:11][CH2:12][CH2:13][C:14]([OH:16])=[O:15])=[CH:4][C:3]=1[C:19]1[N:23]=[C:22]([C:24]2[CH:25]=[N:26][C:27]([O:31][CH:32]([CH3:34])[CH3:33])=[C:28]([Cl:30])[CH:29]=2)[O:21][N:20]=1. (3) Given the reactants [CH3:1][C:2]1[CH:3]=[C:4]([C:19]2[S:23][C:22](/[CH:24]=[CH:25]/[C:26]3[CH:35]=[CH:34][C:29]([C:30]([O:32][CH3:33])=[O:31])=[CH:28][CH:27]=3)=[N:21][CH:20]=2)[CH:5]=[C:6]([NH:8][C:9]2[N:14]=[C:13]([C:15]([F:18])([F:17])[F:16])[CH:12]=[CH:11][N:10]=2)[CH:7]=1, predict the reaction product. The product is: [CH3:1][C:2]1[CH:3]=[C:4]([C:19]2[S:23][C:22]([CH2:24][CH2:25][C:26]3[CH:27]=[CH:28][C:29]([C:30]([O:32][CH3:33])=[O:31])=[CH:34][CH:35]=3)=[N:21][CH:20]=2)[CH:5]=[C:6]([NH:8][C:9]2[N:14]=[C:13]([C:15]([F:18])([F:17])[F:16])[CH:12]=[CH:11][N:10]=2)[CH:7]=1. (4) The product is: [C:40]1([CH3:50])[CH:41]=[CH:42][C:43]([S:46]([OH:49])(=[O:47])=[O:48])=[CH:44][CH:45]=1.[OH:8][CH2:9][CH2:10][NH:11][C:12]([C:14]1[C:15]2[S:23][CH:22]=[C:21]([CH2:24][O:25][C:26]3[CH:31]=[C:30]([C:32]4[O:33][C:34]([CH3:37])=[N:35][N:36]=4)[CH:29]=[CH:28][C:27]=3[CH3:38])[C:16]=2[C:17]([NH2:20])=[N:18][CH:19]=1)=[O:13]. Given the reactants FC(F)(F)C(O)=O.[OH:8][CH2:9][CH2:10][NH:11][C:12]([C:14]1[C:15]2[S:23][CH:22]=[C:21]([CH2:24][O:25][C:26]3[CH:31]=[C:30]([C:32]4[O:33][C:34]([CH3:37])=[N:35][N:36]=4)[CH:29]=[CH:28][C:27]=3[CH3:38])[C:16]=2[C:17]([NH2:20])=[N:18][CH:19]=1)=[O:13].O.[C:40]1([CH3:50])[CH:45]=[CH:44][C:43]([S:46]([OH:49])(=[O:48])=[O:47])=[CH:42][CH:41]=1, predict the reaction product. (5) Given the reactants [C:1]1(C)[CH:6]=[CH:5][C:4](S(N=C=O)(=O)=O)=[CH:3][CH:2]=1.[C:14]([O:18][CH2:19][CH3:20])(=[O:17])[CH:15]=O.C1CCC=CC=1, predict the reaction product. The product is: [CH2:19]([O:18][C:14](=[O:17])[CH3:15])[CH3:20].[CH3:5][CH2:6][CH2:1][CH2:2][CH2:3][CH3:4]. (6) Given the reactants C1(C)C=C(C)C=C(C)C=1.N([O:12][C:13](C)(C)[CH3:14])=O.ON1C(=O)C2=CC=CC=C2C1=O.CC1C=C(C=C(C)C=1)C=NO.[CH3:40][C:41]1[CH:42]=[C:43]([CH:46]=[C:47]([CH3:49])[CH:48]=1)[CH:44]=[O:45].CC1C=C(C=C(C)C=1)C#N, predict the reaction product. The product is: [C:13]([O:45][CH2:44][C:43]1[CH:46]=[C:47]([CH3:49])[CH:48]=[C:41]([CH3:40])[CH:42]=1)(=[O:12])[CH3:14].